From a dataset of Reaction yield outcomes from USPTO patents with 853,638 reactions. Predict the reaction yield, written as a fraction of the theoretical maximum amount of product (1.0 means a 100% yield; for example, 0.34 means a 34% yield). The reactants are Cl[C:2]1[C:11]2[C:6](=[CH:7][C:8]([O:12][CH2:13][CH2:14][CH2:15][Cl:16])=[CH:9][CH:10]=2)[N:5]=[CH:4][N:3]=1.[NH2:17][C:18]1[CH:22]=[C:21]([CH2:23][C:24]([OH:26])=[O:25])[NH:20][N:19]=1.Cl.O1CCOCC1. The catalyst is CN(C)C=O.O. The product is [Cl:16][CH2:15][CH2:14][CH2:13][O:12][C:8]1[CH:7]=[C:6]2[C:11]([C:2]([NH:17][C:18]3[CH:22]=[C:21]([CH2:23][C:24]([OH:26])=[O:25])[NH:20][N:19]=3)=[N:3][CH:4]=[N:5]2)=[CH:10][CH:9]=1. The yield is 0.820.